Task: Predict the product of the given reaction.. Dataset: Forward reaction prediction with 1.9M reactions from USPTO patents (1976-2016) (1) Given the reactants [CH3:1][N:2]1[CH2:11][CH2:10][C:9]2[C:4](=[CH:5][CH:6]=[CH:7][CH:8]=2)[C:3]1=[O:12].[N+:13]([O-])([O-:15])=[O:14].[K+], predict the reaction product. The product is: [CH3:1][N:2]1[CH2:11][CH2:10][C:9]2[C:4](=[CH:5][C:6]([N+:13]([O-:15])=[O:14])=[CH:7][CH:8]=2)[C:3]1=[O:12]. (2) Given the reactants C([O:4][C@H:5]1[C@H:10]([O:11]C(=O)C)[C@@H:9]([O:15]C(=O)C)[C@H:8]([C:19]2[CH:24]=[CH:23][C:22]([Cl:25])=[C:21]([CH2:26][C:27]3[CH:28]=[CH:29][C:30]4[O:35][CH:34]([C:36]#[N:37])[CH2:33][NH:32][C:31]=4[CH:38]=3)[CH:20]=2)[O:7][C@@H:6]1[CH2:39][O:40]C(=O)C)(=O)C.[OH-].[Li+], predict the reaction product. The product is: [Cl:25][C:22]1[CH:23]=[CH:24][C:19]([C@H:8]2[C@H:9]([OH:15])[C@@H:10]([OH:11])[C@H:5]([OH:4])[C@@H:6]([CH2:39][OH:40])[O:7]2)=[CH:20][C:21]=1[CH2:26][C:27]1[CH:28]=[CH:29][C:30]2[O:35][CH:34]([C:36]#[N:37])[CH2:33][NH:32][C:31]=2[CH:38]=1. (3) Given the reactants [CH3:1][O:2][C:3]1[CH:4]=[C:5]([C:20](O)=[O:21])[C:6]2[O:10][C:9]([C:11]3[CH:16]=[CH:15][C:14]([O:17][CH3:18])=[CH:13][CH:12]=3)=[CH:8][C:7]=2[CH:19]=1.Cl.[CH3:24][NH:25][O:26][CH3:27].CCN=C=NCCCN(C)C, predict the reaction product. The product is: [CH3:27][O:26][N:25]([CH3:24])[C:20]([C:5]1[C:6]2[O:10][C:9]([C:11]3[CH:12]=[CH:13][C:14]([O:17][CH3:18])=[CH:15][CH:16]=3)=[CH:8][C:7]=2[CH:19]=[C:3]([O:2][CH3:1])[CH:4]=1)=[O:21]. (4) The product is: [CH:20]1([CH:23]([OH:24])[C:2]2[CH:7]=[C:6]([CH3:8])[C:5]([N:9]=[CH:10][N:11]([CH3:13])[CH3:12])=[C:4]([CH3:14])[CH:3]=2)[CH2:22][CH2:21]1. Given the reactants Br[C:2]1[CH:7]=[C:6]([CH3:8])[C:5]([N:9]=[CH:10][N:11]([CH3:13])[CH3:12])=[C:4]([CH3:14])[CH:3]=1.C([Li])CCC.[CH:20]1([CH:23]=[O:24])[CH2:22][CH2:21]1, predict the reaction product. (5) Given the reactants [F:1][C:2]1[CH:3]=[C:4]([NH:25][C:26]2[CH:31]=[CH:30][C:29]([I:32])=[CH:28][C:27]=2[F:33])[C:5]([N+:22]([O-])=O)=[C:6]([CH:21]=1)[O:7][C:8]1[C:9]([CH3:20])=[C:10]([NH:14][S:15]([CH2:18][CH3:19])(=[O:17])=[O:16])[CH:11]=[CH:12][CH:13]=1, predict the reaction product. The product is: [NH2:22][C:5]1[C:4]([NH:25][C:26]2[CH:31]=[CH:30][C:29]([I:32])=[CH:28][C:27]=2[F:33])=[CH:3][C:2]([F:1])=[CH:21][C:6]=1[O:7][C:8]1[C:9]([CH3:20])=[C:10]([NH:14][S:15]([CH2:18][CH3:19])(=[O:16])=[O:17])[CH:11]=[CH:12][CH:13]=1. (6) Given the reactants [N:1]1[CH:6]=[CH:5][C:4]([C:7]2[S:11][C:10]([C:12]([OH:14])=O)=[CH:9][CH:8]=2)=[CH:3][CH:2]=1.[NH2:15][CH2:16][CH2:17][C:18]1[CH:19]=[C:20]([OH:24])[CH:21]=[CH:22][CH:23]=1, predict the reaction product. The product is: [OH:24][C:20]1[CH:19]=[C:18]([CH2:17][CH2:16][NH:15][C:12]([C:10]2[S:11][C:7]([C:4]3[CH:3]=[CH:2][N:1]=[CH:6][CH:5]=3)=[CH:8][CH:9]=2)=[O:14])[CH:23]=[CH:22][CH:21]=1. (7) Given the reactants [NH2:1][C@@H:2]1[CH2:7][CH2:6][C@H:5]([N:8]2[C:12]3[CH:13]=[CH:14][C:15]([Cl:17])=[CH:16][C:11]=3[N:10]=[C:9]2[C:18]([OH:21])([CH3:20])[CH3:19])[CH2:4][CH2:3]1.[Br:22][C:23]1[CH:24]=[C:25]2[C:29](=[CH:30][CH:31]=1)[CH2:28][C@H:27]([CH:32]=O)[CH2:26]2, predict the reaction product. The product is: [Br:22][C:23]1[CH:24]=[C:25]2[C:29](=[CH:30][CH:31]=1)[CH2:28][C@H:27]([CH2:32][NH:1][C@@H:2]1[CH2:3][CH2:4][C@H:5]([N:8]3[C:12]4[CH:13]=[CH:14][C:15]([Cl:17])=[CH:16][C:11]=4[N:10]=[C:9]3[C:18]([OH:21])([CH3:19])[CH3:20])[CH2:6][CH2:7]1)[CH2:26]2.